This data is from Forward reaction prediction with 1.9M reactions from USPTO patents (1976-2016). The task is: Predict the product of the given reaction. (1) Given the reactants [S:1]1[CH:5]=[CH:4][CH:3]=[C:2]1[CH:6]=O.C(O)(=O)[CH2:9][C:10]([OH:12])=[O:11].C([O-])(=O)C.[NH4+], predict the reaction product. The product is: [S:1]1[CH:5]=[CH:4][CH:3]=[C:2]1[CH:6]=[CH:9][C:10]([OH:12])=[O:11]. (2) Given the reactants [NH2:1][CH:2]([C:10]1[C:15]([O:16][CH3:17])=[CH:14][CH:13]=[CH:12][C:11]=1[O:18][CH3:19])[CH2:3][CH2:4][CH2:5][C:6]([O:8]C)=O.[S:20]1[C:24]2[CH:25]=[CH:26][CH:27]=[CH:28][C:23]=2[N:22]=[C:21]1[CH:29]=O, predict the reaction product. The product is: [S:20]1[C:24]2[CH:25]=[CH:26][CH:27]=[CH:28][C:23]=2[N:22]=[C:21]1[CH2:29][N:1]1[CH:2]([C:10]2[C:15]([O:16][CH3:17])=[CH:14][CH:13]=[CH:12][C:11]=2[O:18][CH3:19])[CH2:3][CH2:4][CH2:5][C:6]1=[O:8]. (3) Given the reactants [CH3:1][N:2]1[CH2:11][CH2:10][C:9]2[C:4](=[CH:5][CH:6]=[C:7]([O:12][CH3:13])[CH:8]=2)[C:3]1=[O:14].[N+:15]([O-])([OH:17])=[O:16], predict the reaction product. The product is: [CH3:1][N:2]1[CH2:11][CH2:10][C:9]2[C:4](=[CH:5][C:6]([N+:15]([O-:17])=[O:16])=[C:7]([O:12][CH3:13])[CH:8]=2)[C:3]1=[O:14]. (4) Given the reactants [B-](F)(F)(F)F.CN(C(O[N:14]1[C:19](=O)[CH2:18][CH2:17]C1=O)=[N+](C)C)C.[F:21][C:22]1[CH:23]=[C:24]([NH:29][CH:30]([C:32]2[CH:33]=[C:34]([C:49]([OH:51])=O)[CH:35]=[C:36]3[C:41]=2[O:40][C:39]([N:42]2[CH2:47][CH2:46][O:45][CH2:44][CH2:43]2)=[CH:38][C:37]3=[O:48])[CH3:31])[CH:25]=[C:26]([F:28])[CH:27]=1.C(N(C(C)C)C(C)C)C.N1CCC1, predict the reaction product. The product is: [N:14]1([C:49]([C:34]2[CH:35]=[C:36]3[C:41](=[C:32]([CH:30]([NH:29][C:24]4[CH:23]=[C:22]([F:21])[CH:27]=[C:26]([F:28])[CH:25]=4)[CH3:31])[CH:33]=2)[O:40][C:39]([N:42]2[CH2:47][CH2:46][O:45][CH2:44][CH2:43]2)=[CH:38][C:37]3=[O:48])=[O:51])[CH2:17][CH2:18][CH2:19]1.